Dataset: Peptide-MHC class II binding affinity with 134,281 pairs from IEDB. Task: Regression. Given a peptide amino acid sequence and an MHC pseudo amino acid sequence, predict their binding affinity value. This is MHC class II binding data. (1) The peptide sequence is WASHIHLVIHRIRTL. The MHC is HLA-DQA10201-DQB10402 with pseudo-sequence HLA-DQA10201-DQB10402. The binding affinity (normalized) is 0.664. (2) The binding affinity (normalized) is 0.784. The MHC is HLA-DQA10301-DQB10302 with pseudo-sequence HLA-DQA10301-DQB10302. The peptide sequence is LVEALYLVCGERG. (3) The peptide sequence is RDFIEGVHGGTWVSA. The MHC is DRB1_0405 with pseudo-sequence DRB1_0405. The binding affinity (normalized) is 0.0317.